Task: Predict the reaction yield, written as a fraction of the theoretical maximum amount of product (1.0 means a 100% yield; for example, 0.34 means a 34% yield).. Dataset: Reaction yield outcomes from USPTO patents with 853,638 reactions The reactants are [Li]CCCC.[NH:6]1[CH:10]=[CH:9][CH:8]=[CH:7]1.N#N.Cl[Si:14]([CH:21]([CH3:23])[CH3:22])([CH:18]([CH3:20])[CH3:19])[CH:15]([CH3:17])[CH3:16]. The catalyst is C1COCC1.O. The product is [CH:15]([Si:14]([CH:21]([CH3:23])[CH3:22])([CH:18]([CH3:20])[CH3:19])[N:6]1[CH:10]=[CH:9][CH:8]=[CH:7]1)([CH3:17])[CH3:16]. The yield is 1.00.